This data is from Reaction yield outcomes from USPTO patents with 853,638 reactions. The task is: Predict the reaction yield, written as a fraction of the theoretical maximum amount of product (1.0 means a 100% yield; for example, 0.34 means a 34% yield). (1) The reactants are [C:1]([O:4][CH2:5][C:6](=[O:16])[CH2:7][C:8]1[CH:13]=[CH:12]C(Cl)=C(Cl)[CH:9]=1)(=[O:3])[CH3:2].ClCC(=O)CC1C=C[S:23]C=1.C(O)(=O)C.C(N(CC)CC)C. No catalyst specified. The product is [C:1]([O:4][CH2:5][C:6](=[O:16])[CH2:7][C:8]1[CH:13]=[CH:12][S:23][CH:9]=1)(=[O:3])[CH3:2]. The yield is 0.520. (2) The reactants are C([N:8]1[CH:12]=[C:11]([CH2:13][C:14]([F:17])([F:16])[F:15])[C:10]([CH3:18])=[N:9]1)C1C=CC=CC=1.Cl.[H][H]. The catalyst is CO.[Pd]. The product is [CH3:18][C:10]1[C:11]([CH2:13][C:14]([F:16])([F:15])[F:17])=[CH:12][NH:8][N:9]=1. The yield is 0.510. (3) The reactants are [CH3:1][O:2][C:3]1[CH:8]=[CH:7][C:6]([NH2:9])=[CH:5][CH:4]=1.C(=O)([O-])[O-].[K+].[K+].[CH3:16][C:17]([CH3:22])=[CH:18][C:19](Cl)=[O:20]. The catalyst is CC(C)=O.O. The product is [CH3:16][C:17]([CH3:22])=[CH:18][C:19]([NH:9][C:6]1[CH:7]=[CH:8][C:3]([O:2][CH3:1])=[CH:4][CH:5]=1)=[O:20]. The yield is 0.670. (4) The reactants are [C:1]([O:5][C:6](=[O:40])[N:7]([CH:9]([C:11](=[O:39])[NH:12][CH:13]([C:19]([N:21]1[CH:25]([C:26](=[O:38])[NH:27][CH:28]2[C:37]3[C:32](=[CH:33][CH:34]=[CH:35][CH:36]=3)[CH2:31][CH2:30][CH2:29]2)[CH2:24][S:23][CH2:22]1)=[O:20])[CH2:14][CH2:15][CH2:16][CH2:17][NH2:18])[CH3:10])[CH3:8])([CH3:4])([CH3:3])[CH3:2].O=C1CCC(=O)N1[O:48][C:49](=[O:75])[C:50]1[CH:51]=[C:52]([CH:56]=[CH:57][C:58]=1[C:59]1[C:60]2[C:65]([O:66][C:67]3[C:72]=1[CH:71]=[CH:70][C:69](=[O:73])[CH:68]=3)=[CH:64][C:63]([OH:74])=[CH:62][CH:61]=2)[C:53](O)=[O:54]. The catalyst is C(Cl)Cl. The product is [C:1]([O:5][C:6]([N:7]([CH3:8])[CH:9]([CH3:10])[C:11]([NH:12][CH:13]([C:19](=[O:20])[N:21]1[CH:25]([C:26](=[O:38])[NH:27][CH:28]2[C:37]3[C:32](=[CH:33][CH:34]=[CH:35][CH:36]=3)[CH2:31][CH2:30][CH2:29]2)[CH2:24][S:23][CH2:22]1)[CH2:14][CH2:15][CH2:16][CH2:17][NH:18][C:53](=[O:54])[C:52]1[CH:51]=[C:50]([C:58]([C:59]2[C:60]3[C:65]([O:66][C:67]4[C:72]=2[CH:71]=[CH:70][C:69](=[O:73])[CH:68]=4)=[CH:64][C:63]([OH:74])=[CH:62][CH:61]=3)=[CH:57][CH:56]=1)[C:49]([OH:75])=[O:48])=[O:39])=[O:40])([CH3:2])([CH3:3])[CH3:4]. The yield is 0.162.